The task is: Predict the reaction yield, written as a fraction of the theoretical maximum amount of product (1.0 means a 100% yield; for example, 0.34 means a 34% yield).. This data is from Reaction yield outcomes from USPTO patents with 853,638 reactions. (1) The reactants are [Cl:1][C:2]1[CH:3]=[C:4]2[C:12](=[CH:13][CH:14]=1)[NH:11][C:10]1[CH:9]=[N:8][CH:7]=[C:6]([NH:15][C:16](=[O:21])[C:17]([F:20])([F:19])[F:18])[C:5]2=1.[N:22]([O-:24])=[O:23].[Na+]. The catalyst is C(O)(C(F)(F)F)=O. The product is [Cl:1][C:2]1[CH:3]=[C:4]2[C:12](=[C:13]([N+:22]([O-:24])=[O:23])[CH:14]=1)[NH:11][C:10]1[CH:9]=[N:8][CH:7]=[C:6]([NH:15][C:16](=[O:21])[C:17]([F:20])([F:19])[F:18])[C:5]2=1. The yield is 0.920. (2) The reactants are [CH3:1][N:2]([CH2:4][C:5]1[C:13]2[C:8](=[CH:9][CH:10]=[CH:11][CH:12]=2)[NH:7][N:6]=1)[CH3:3].[CH3:14][I:15]. The catalyst is C(OCC)(=O)C. The product is [I-:15].[NH:7]1[C:8]2[C:13](=[CH:12][CH:11]=[CH:10][CH:9]=2)[C:5]([CH2:4][N+:2]([CH3:14])([CH3:1])[CH3:3])=[N:6]1. The yield is 0.970.